This data is from Full USPTO retrosynthesis dataset with 1.9M reactions from patents (1976-2016). The task is: Predict the reactants needed to synthesize the given product. (1) The reactants are: [CH3:1][N:2]([CH3:17])[CH2:3][CH2:4][NH:5][C:6]1[N:11]=[C:10]([O:12][CH3:13])[C:9]([NH2:14])=[C:8]([O:15][CH3:16])[N:7]=1.C(C1C=CC(C)=C(C=1)OC1SC=C(C(OCC)=O)N=1)(C)(C)C.[CH3:40][C:41]1([CH3:61])[C:49]2[C:44](=[CH:45][CH:46]=[C:47]([O:50][C:51]3[S:52][CH:53]=[C:54]([C:56](OCC)=[O:57])[N:55]=3)[CH:48]=2)[CH2:43][CH2:42]1. Given the product [CH3:40][C:41]1([CH3:61])[C:49]2[C:44](=[CH:45][CH:46]=[C:47]([O:50][C:51]3[S:52][CH:53]=[C:54]([C:56]([NH:14][C:9]4[C:10]([O:12][CH3:13])=[N:11][C:6]([NH:5][CH2:4][CH2:3][N:2]([CH3:1])[CH3:17])=[N:7][C:8]=4[O:15][CH3:16])=[O:57])[N:55]=3)[CH:48]=2)[CH2:43][CH2:42]1, predict the reactants needed to synthesize it. (2) Given the product [CH3:1][O:2][C:3]([C:5]1[CH:31]=[CH:30][C:8]2[N:9]=[C:10]([NH:12][CH:13]3[CH2:18][CH2:17][N:16]([CH2:39][C:38]4[CH:41]=[CH:42][C:43]([O:44][CH3:45])=[C:36]([O:35][CH2:34][CH2:33][F:32])[CH:37]=4)[CH2:15][CH2:14]3)[O:11][C:7]=2[CH:6]=1)=[O:4], predict the reactants needed to synthesize it. The reactants are: [CH3:1][O:2][C:3]([C:5]1[CH:31]=[CH:30][C:8]2[N:9]=[C:10]([NH:12][CH:13]3[CH2:18][CH2:17][N:16](CC4C=CC(O)=C(OCC)C=4)[CH2:15][CH2:14]3)[O:11][C:7]=2[CH:6]=1)=[O:4].[F:32][CH2:33][CH2:34][O:35][C:36]1[CH:37]=[C:38]([CH:41]=[CH:42][C:43]=1[O:44][CH3:45])[CH:39]=O.C([BH3-])#N.[Na+].C(N(C(C)C)C(C)C)C. (3) The reactants are: Br[C:2]1[CH:10]=[C:9]2[C:5]([C:6]([CH3:13])([CH3:12])[C:7](=[O:11])[NH:8]2)=[CH:4][CH:3]=1.[N:14]1[CH:19]=[CH:18][C:17](B(O)O)=[CH:16][CH:15]=1. Given the product [CH3:12][C:6]1([CH3:13])[C:5]2[C:9](=[CH:10][C:2]([C:17]3[CH:18]=[CH:19][N:14]=[CH:15][CH:16]=3)=[CH:3][CH:4]=2)[NH:8][C:7]1=[O:11], predict the reactants needed to synthesize it. (4) Given the product [OH:12][CH:9]1[CH2:8][CH2:7][C:6]2([C:4](=[O:5])[N:25]([C:24]3[CH:26]=[CH:27][C:21]([O:20][CH2:19][C:18]([F:17])([F:28])[F:29])=[CH:22][CH:23]=3)[CH2:14][CH2:13]2)[CH2:11][CH2:10]1, predict the reactants needed to synthesize it. The reactants are: C(O[C:4]([C:6]1([CH2:13][CH2:14]OC)[CH2:11][CH2:10][CH:9]([OH:12])[CH2:8][CH2:7]1)=[O:5])C.[F:17][C:18]([F:29])([F:28])[CH2:19][O:20][C:21]1[CH:27]=[CH:26][C:24]([NH2:25])=[CH:23][CH:22]=1. (5) Given the product [CH:13](/[C:10]1[CH:9]=[CH:8][C:7](/[C:6](/[C:21]2[CH:22]=[C:23]3[C:27](=[CH:28][CH:29]=2)[N:26]([CH:30]2[CH2:35][CH2:34][CH2:33][CH2:32][O:31]2)[N:25]=[C:24]3[F:36])=[C:5](/[CH:1]2[CH2:4][CH2:3][CH2:2]2)\[C:37]2[CH:38]=[CH:39][CH:40]=[CH:41][CH:42]=2)=[CH:12][CH:11]=1)=[CH:14]\[C:15]#[CH:16], predict the reactants needed to synthesize it. The reactants are: [CH:1]1(/[C:5](/[C:37]2[CH:42]=[CH:41][CH:40]=[CH:39][CH:38]=2)=[C:6](\[C:21]2[CH:22]=[C:23]3[C:27](=[CH:28][CH:29]=2)[N:26]([CH:30]2[CH2:35][CH2:34][CH2:33][CH2:32][O:31]2)[N:25]=[C:24]3[F:36])/[C:7]2[CH:12]=[CH:11][C:10](/[CH:13]=[CH:14]/[C:15]#[C:16][Si](C)(C)C)=[CH:9][CH:8]=2)[CH2:4][CH2:3][CH2:2]1.C([O-])([O-])=O.[K+].[K+]. (6) Given the product [NH:14]1[C:10]2=[N:11][CH:12]=[CH:13][C:8]([C:6]3[CH:5]=[C:4]([C:17]([CH3:21])([CH3:20])[C:18]#[N:19])[CH:3]=[C:2]([C:22]4[CH:27]=[CH:26][CH:25]=[CH:24][CH:23]=4)[CH:7]=3)=[C:9]2[CH:16]=[N:15]1, predict the reactants needed to synthesize it. The reactants are: Br[C:2]1[CH:3]=[C:4]([C:17]([CH3:21])([CH3:20])[C:18]#[N:19])[CH:5]=[C:6]([C:8]2[CH:13]=[CH:12][N:11]=[C:10]3[NH:14][N:15]=[CH:16][C:9]=23)[CH:7]=1.[C:22]1(B(O)O)[CH:27]=[CH:26][CH:25]=[CH:24][CH:23]=1.COCCOC.C(=O)([O-])[O-].[Na+].[Na+]. (7) Given the product [NH:26]([C:27]([O:29][CH2:30][CH2:31][C:32]1[CH:33]=[CH:34][C:35]([O:11][C:10]([C:8]2[N:9]=[C:5]([NH:4][C:1](=[O:3])[CH3:2])[S:6][CH:7]=2)=[O:12])=[CH:36][CH:37]=1)=[O:28])[NH:25][C:39]([O:41][C:42]([CH3:45])([CH3:44])[CH3:43])=[O:40], predict the reactants needed to synthesize it. The reactants are: [C:1]([NH:4][C:5]1[S:6][CH:7]=[C:8]([C:10]([OH:12])=[O:11])[N:9]=1)(=[O:3])[CH3:2].C(N1C=CN=C1)(N1C=CN=C1)=O.[NH:25]([C:39]([O:41][C:42]([CH3:45])([CH3:44])[CH3:43])=[O:40])[NH:26][C:27]([O:29][CH2:30][CH2:31][C:32]1[CH:37]=[CH:36][C:35](O)=[CH:34][CH:33]=1)=[O:28].O. (8) Given the product [OH:2][C:3]1[CH:8]=[CH:7][C:6]([C:9]2[N:14]([CH3:15])[C:13](=[O:16])[CH:12]=[N:11][C:10]=2[CH3:17])=[C:5]([CH3:18])[CH:4]=1, predict the reactants needed to synthesize it. The reactants are: C[O:2][C:3]1[CH:8]=[CH:7][C:6]([C:9]2[N:14]([CH3:15])[C:13](=[O:16])[CH:12]=[N:11][C:10]=2[CH3:17])=[C:5]([CH3:18])[CH:4]=1.B(Br)(Br)Br. (9) Given the product [CH3:35][O:36][C:2]1[CH:3]=[CH:4][CH:5]=[CH:6][C:1]=1[N:7]1[C:12](=[O:13])[C:11]2[S:14][CH:15]=[C:16]([C:17]3[CH:18]=[CH:19][CH:20]=[CH:21][CH:22]=3)[C:10]=2[N:9]=[CH:8]1, predict the reactants needed to synthesize it. The reactants are: [C:1]1([N:7]2[C:12](=[O:13])[C:11]3[S:14][CH:15]=[C:16]([C:17]4[CH:22]=[CH:21][CH:20]=[CH:19][CH:18]=4)[C:10]=3[N:9]=[CH:8]2)[CH:6]=[CH:5][CH:4]=[CH:3][CH:2]=1.NC1C(C2C=CC=CC=2)=CSC=1[C:35](OC)=[O:36].C(OCC)(OCC)OCC.COC1C(N)=CC=CC=1. (10) The reactants are: [NH2:1][C:2]1[CH:6]=[CH:5][N:4]([CH3:7])[N:3]=1.C[O:9][C:10]([C:12]1[CH:22]=[C:21]([O:23][C:24]2[CH:29]=[CH:28][C:27]([C:30]#[N:31])=[C:26]([F:32])[CH:25]=2)[C:15]2[CH2:16][C:17]([CH3:20])([CH3:19])[O:18][C:14]=2[CH:13]=1)=O. Given the product [CH3:7][N:4]1[CH:5]=[CH:6][C:2]([NH:1][C:10]([C:12]2[CH:22]=[C:21]([O:23][C:24]3[CH:29]=[CH:28][C:27]([C:30]#[N:31])=[C:26]([F:32])[CH:25]=3)[C:15]3[CH2:16][C:17]([CH3:20])([CH3:19])[O:18][C:14]=3[CH:13]=2)=[O:9])=[N:3]1, predict the reactants needed to synthesize it.